From a dataset of Full USPTO retrosynthesis dataset with 1.9M reactions from patents (1976-2016). Predict the reactants needed to synthesize the given product. (1) Given the product [CH:1]1([N:5]2[C:9]3=[N:10][CH:11]=[N:12][C:13]([NH2:14])=[C:8]3[C:7]([C:26]3[CH:25]=[C:24]4[C:29]([CH:30]=[CH:31][C:22]([C:16]5[CH:21]=[CH:20][CH:19]=[CH:18][CH:17]=5)=[N:23]4)=[CH:28][CH:27]=3)=[N:6]2)[CH2:4][CH2:3][CH2:2]1, predict the reactants needed to synthesize it. The reactants are: [CH:1]1([N:5]2[C:9]3=[N:10][CH:11]=[N:12][C:13]([NH2:14])=[C:8]3[C:7](I)=[N:6]2)[CH2:4][CH2:3][CH2:2]1.[C:16]1([C:22]2[CH:31]=[CH:30][C:29]3[C:24](=[CH:25][C:26](B4OC(C)(C)C(C)(C)C4)=[CH:27][CH:28]=3)[N:23]=2)[CH:21]=[CH:20][CH:19]=[CH:18][CH:17]=1.C([O-])([O-])=O.[Na+].[Na+].O. (2) The reactants are: Br[C:2]1[CH:3]=[C:4]2[C:8](=[CH:9][C:10]=1[F:11])[N:7]([CH:12]1[CH2:17][CH2:16][CH2:15][CH2:14][O:13]1)[N:6]=[CH:5]2.[CH3:18][C:19]1([CH3:35])[C:23]([CH3:25])([CH3:24])[O:22][B:21]([B:21]2[O:22][C:23]([CH3:25])([CH3:24])[C:19]([CH3:35])([CH3:18])[O:20]2)[O:20]1.CC([O-])=O.[K+]. Given the product [F:11][C:10]1[CH:9]=[C:8]2[C:4]([CH:5]=[N:6][N:7]2[CH:12]2[CH2:17][CH2:16][CH2:15][CH2:14][O:13]2)=[CH:3][C:2]=1[B:21]1[O:22][C:23]([CH3:25])([CH3:24])[C:19]([CH3:35])([CH3:18])[O:20]1, predict the reactants needed to synthesize it.